This data is from Catalyst prediction with 721,799 reactions and 888 catalyst types from USPTO. The task is: Predict which catalyst facilitates the given reaction. (1) Reactant: [C:1]([NH:18][C@H:19]([C:27]([OH:29])=O)[CH2:20][C:21]1[CH:26]=[CH:25][CH:24]=[CH:23][CH:22]=1)([O:3]CC1C2C(=CC=CC=2)C2C1=CC=CC=2)=O.O[N:31]1[C:35]2[CH:36]=[CH:37][CH:38]=CC=2N=N1.CC[N:42]=[C:43]=[N:44]CCCN(C)C.Cl.[NH:52]1CCCCC1.[C:58]1(=[O:65])[O:64]C(=O)[CH2:61][CH2:60][CH2:59]1. Product: [NH:42]([CH2:38][CH2:37][CH2:36][CH2:35][NH:31][C:27]([C@@H:19]([NH:18][C:1]([CH2:61][CH2:60][CH2:59][C:58]([OH:64])=[O:65])=[O:3])[CH2:20][C:21]1[CH:22]=[CH:23][CH:24]=[CH:25][CH:26]=1)=[O:29])[C:43]([NH2:44])=[NH:52]. The catalyst class is: 4. (2) Reactant: [CH3:1][C:2]([C:5]1[CH:6]=[CH:7][C:8]([S:11]([NH:14][C:15]2[C:16]([O:31][C:32]3[CH:33]=[CH:34][CH:35]=[CH:36][C:37]=3[O:38][CH3:39])=[C:17]([O:27][CH2:28][CH2:29][OH:30])[N:18]=[C:19]([C:21]3[N:22]=[CH:23][CH:24]=[CH:25][N:26]=3)[N:20]=2)(=[O:13])=[O:12])=[CH:9][CH:10]=1)([CH3:4])[CH3:3].C.[OH2:41]. Product: [CH3:4][C:2]([C:5]1[CH:6]=[CH:7][C:8]([S:11]([NH:14][C:15]2[N:20]=[C:19]([C:21]3[N:22]=[CH:23][CH:24]=[CH:25][N:26]=3)[N:18]=[C:17]([O:27][CH2:28][CH2:29][OH:30])[C:16]=2[O:31][C:32]2[C:37]([O:38][CH3:39])=[CH:36][CH:35]=[CH:34][CH:33]=2)(=[O:12])=[O:13])=[CH:9][CH:10]=1)([CH3:1])[CH3:3].[OH2:41]. The catalyst class is: 8. (3) Reactant: Br[CH:2]([N:26]1[CH:30]=[N:29][CH:28]=[N:27]1)[C:3]([C:5]1[CH:25]=[CH:24][C:8]([O:9][CH2:10][CH2:11][CH2:12][CH2:13][CH2:14][O:15][C:16]2[CH:17]=[CH:18][CH:19]=[C:20]([CH:23]=2)[C:21]#[N:22])=[CH:7][CH:6]=1)=O.C(O)C.[C:34]([NH2:37])(=[S:36])[CH3:35]. Product: [CH3:35][C:34]1[S:36][C:2]([N:26]2[CH:30]=[N:29][CH:28]=[N:27]2)=[C:3]([C:5]2[CH:25]=[CH:24][C:8]([O:9][CH2:10][CH2:11][CH2:12][CH2:13][CH2:14][O:15][C:16]3[CH:17]=[CH:18][CH:19]=[C:20]([CH:23]=3)[C:21]#[N:22])=[CH:7][CH:6]=2)[N:37]=1. The catalyst class is: 13. (4) Reactant: Br[C:2]1[N:7]=[C:6]([C:8]2[N:12]3[CH:13]=[CH:14][N:15]=[C:16]([N:17]4[CH2:22][CH2:21][N:20]([CH3:23])[CH2:19][CH2:18]4)[C:11]3=[N:10][CH:9]=2)[CH:5]=[CH:4][CH:3]=1.[CH2:24]([NH2:31])[C:25]1[CH:30]=[CH:29][CH:28]=[CH:27][CH:26]=1.CN(C1C(C2C(P(C3CCCCC3)C3CCCCC3)=CC=CC=2)=CC=CC=1)C.CC([O-])(C)C.[Na+]. Product: [CH2:24]([NH:31][C:2]1[CH:3]=[CH:4][CH:5]=[C:6]([C:8]2[N:12]3[CH:13]=[CH:14][N:15]=[C:16]([N:17]4[CH2:22][CH2:21][N:20]([CH3:23])[CH2:19][CH2:18]4)[C:11]3=[N:10][CH:9]=2)[N:7]=1)[C:25]1[CH:30]=[CH:29][CH:28]=[CH:27][CH:26]=1. The catalyst class is: 62. (5) Reactant: [Cl:1][C:2]1[CH:9]=[CH:8][CH:7]=[C:6]([CH3:10])[C:3]=1[CH:4]=O.[NH2:11][C:12]1[CH:13]=[C:14]([CH:26]=[CH:27][C:28]=1[NH2:29])[C:15]([NH:17][C:18]1[CH:23]=[CH:22][C:21]([CH3:24])=[C:20]([CH3:25])[CH:19]=1)=[O:16].C(S([O-])(=O)=O)(F)(F)F.C(S([O-])(=O)=O)(F)(F)F.C(S([O-])(=O)=O)(F)(F)F.[Yb+3].O. Product: [CH3:25][C:20]1[CH:19]=[C:18]([NH:17][C:15]([C:14]2[CH:26]=[CH:27][C:28]3[N:29]=[C:4]([C:3]4[C:6]([CH3:10])=[CH:7][CH:8]=[CH:9][C:2]=4[Cl:1])[NH:11][C:12]=3[CH:13]=2)=[O:16])[CH:23]=[CH:22][C:21]=1[CH3:24]. The catalyst class is: 197. (6) Reactant: C1C=C(Cl)C=C(C(OO)=[O:9])C=1.[F:12][C:13]1[CH:14]=[C:15]([C@@H:21]2[CH:30]=[CH:29][CH2:28][C@@H:27]3[N:22]2[C:23](=[O:31])[CH2:24][CH2:25][CH2:26]3)[CH:16]=[C:17]([F:20])[C:18]=1[F:19].O.C(OCC)(=[O:35])C. Product: [F:20][C:17]1[CH:16]=[C:15]([C@H:21]2[N:22]3[C@H:27]([CH2:26][CH2:25][CH2:24][C:23]3=[O:31])[CH2:28][C@@H:29]3[O:9][C@H:30]23)[CH:14]=[C:13]([F:12])[C:18]=1[F:19].[F:20][C:17]1[CH:16]=[C:15]([C@H:21]2[N:22]3[C@H:27]([CH2:26][CH2:25][CH2:24][C:23]3=[O:31])[CH2:28][C@H:29]3[O:35][C@@H:30]23)[CH:14]=[C:13]([F:12])[C:18]=1[F:19]. The catalyst class is: 2. (7) Reactant: Cl.CCOCC.Cl[C:8]1[C:17]2[C:12](=[CH:13][CH:14]=[C:15]([O:18][CH:19]3[CH2:24][CH2:23][N:22](C(OC(C)(C)C)=O)[CH2:21][CH2:20]3)[CH:16]=2)[N:11]=[CH:10][N:9]=1.[Cl:32][C:33]1[CH:34]=[C:35]([CH:37]=[CH:38][C:39]=1[O:40][CH2:41][C:42]1[CH:47]=[CH:46][CH:45]=[C:44]([F:48])[CH:43]=1)[NH2:36]. Product: [NH3:9].[Cl:32][C:33]1[CH:34]=[C:35]([NH:36][C:8]2[C:17]3[C:12](=[CH:13][CH:14]=[C:15]([O:18][CH:19]4[CH2:20][CH2:21][NH:22][CH2:23][CH2:24]4)[CH:16]=3)[N:11]=[CH:10][N:9]=2)[CH:37]=[CH:38][C:39]=1[O:40][CH2:41][C:42]1[CH:47]=[CH:46][CH:45]=[C:44]([F:48])[CH:43]=1. The catalyst class is: 10.